From a dataset of Forward reaction prediction with 1.9M reactions from USPTO patents (1976-2016). Predict the product of the given reaction. (1) The product is: [F:26][C:23]1[CH:24]=[CH:25][C:20]([C:9]2[CH:17]=[CH:16][CH:15]=[C:14]3[C:10]=2[CH:11]=[CH:12][NH:13]3)=[CH:21][CH:22]=1. Given the reactants CC1(C)C(C)(C)OB([C:9]2[CH:17]=[CH:16][CH:15]=[C:14]3[C:10]=2[CH:11]=[CH:12][NH:13]3)O1.Br[C:20]1[CH:25]=[CH:24][C:23]([F:26])=[CH:22][CH:21]=1.[OH-].[Na+], predict the reaction product. (2) Given the reactants FC(F)(F)CC(O)=O.P(Cl)(Cl)(Cl)=O.[OH-].[Na+].[F:16][P-:17]([F:22])([F:21])([F:20])([F:19])[F:18].[H+].[CH3:24][N:25](C)[CH:26]=O, predict the reaction product. The product is: [F:16][P-:17]([F:22])([F:21])([F:20])([F:19])[F:18].[CH3:24][NH2+:25][CH3:26]. (3) Given the reactants [CH:1]1([CH2:7][CH:8]([C:16]([O:18][CH3:19])=[O:17])[CH2:9][C@@H](O)S([O-])(=O)=O)[CH2:6][CH2:5][CH2:4][CH2:3][CH2:2]1.[Na+].CO.Cl.CO[CH:26]([O:29][CH3:30])[O:27][CH3:28], predict the reaction product. The product is: [CH3:19][O:18][C:16](=[O:17])[C@@H:8]([CH2:7][CH:1]1[CH2:2][CH2:3][CH2:4][CH2:5][CH2:6]1)[CH2:9][CH:26]([O:27][CH3:28])[O:29][CH3:30]. (4) Given the reactants [C:1]([O:5][C:6]([N:8]1[CH2:13][CH2:12][CH:11]([N:14]2[CH2:18][CH2:17][C@@H:16]([CH2:19][C:20]3[C:25]([Cl:26])=[CH:24][C:23]([O:27]CC4C=CC=CC=4)=[CH:22][C:21]=3[Cl:35])[C:15]2=[O:36])[CH2:10][CH2:9]1)=[O:7])([CH3:4])([CH3:3])[CH3:2], predict the reaction product. The product is: [C:1]([O:5][C:6]([N:8]1[CH2:13][CH2:12][CH:11]([N:14]2[CH2:18][CH2:17][C@@H:16]([CH2:19][C:20]3[C:25]([Cl:26])=[CH:24][C:23]([OH:27])=[CH:22][C:21]=3[Cl:35])[C:15]2=[O:36])[CH2:10][CH2:9]1)=[O:7])([CH3:4])([CH3:2])[CH3:3]. (5) The product is: [O:6]1[C@@H:2]([CH2:17][C:18]#[C:19][CH2:20][C:21]#[C:22][CH2:23][CH2:24][CH2:25][CH2:26][CH2:27][CH2:28][CH3:29])[C@H:3]1[CH2:4][CH3:5]. Given the reactants O[C@@H:2]([CH2:17][C:18]#[C:19][CH2:20][C:21]#[C:22][CH2:23][CH2:24][CH2:25][CH2:26][CH2:27][CH2:28][CH3:29])[C@@H:3]([O:6]S(C1C=CC(C)=CC=1)(=O)=O)[CH2:4][CH3:5].C([O-])([O-])=O.[K+].[K+].O, predict the reaction product. (6) Given the reactants [NH:1]1[CH2:6][CH2:5][O:4][CH2:3][CH2:2]1.[Cl:7][C:8]1[CH:13]=[CH:12][C:11]([C@H:14]([C@H:18]([CH2:21][CH3:22])[CH:19]=[CH2:20])[C:15](O)=[O:16])=[CH:10][CH:9]=1.C1C=CC2N(O)N=NC=2C=1.C(N(CC)CC)C.C(Cl)CCl, predict the reaction product. The product is: [Cl:7][C:8]1[CH:9]=[CH:10][C:11]([C@H:14]([C@@H:18]([CH2:21][CH3:22])[CH:19]=[CH2:20])[C:15]([N:1]2[CH2:6][CH2:5][O:4][CH2:3][CH2:2]2)=[O:16])=[CH:12][CH:13]=1. (7) Given the reactants [CH3:1][C:2]1([CH3:16])[C:6]([CH3:8])([CH3:7])[O:5][B:4]([C:9]2[CH:10]=[C:11]([OH:15])[CH:12]=[CH:13][CH:14]=2)[O:3]1.CCN(CC)CC.[CH3:24][N:25]([CH3:29])[C:26](Cl)=[O:27].O, predict the reaction product. The product is: [CH3:24][N:25]([CH3:29])[C:26](=[O:27])[O:15][C:11]1[CH:12]=[CH:13][CH:14]=[C:9]([B:4]2[O:3][C:2]([CH3:16])([CH3:1])[C:6]([CH3:7])([CH3:8])[O:5]2)[CH:10]=1. (8) Given the reactants [CH3:1][O:2][C:3](=[O:19])[CH2:4][CH2:5][N:6]1[C:10]2[CH:11]=[CH:12][CH:13]=[CH:14][C:9]=2[N:8](C(C)=C)[C:7]1=[O:18].CO.O.Cl, predict the reaction product. The product is: [CH3:1][O:2][C:3](=[O:19])[CH2:4][CH2:5][N:6]1[C:10]2[CH:11]=[CH:12][CH:13]=[CH:14][C:9]=2[NH:8][C:7]1=[O:18]. (9) The product is: [NH2:26][C:6]1[C:7]([O:11][C:12]2[CH:17]=[CH:16][C:15]([CH2:18][C:19]([O:21][CH2:22][CH3:23])=[O:20])=[CH:14][C:13]=2[O:24][CH3:25])=[CH:8][CH:9]=[C:10]2[C:5]=1[CH:4]=[C:3]([CH3:29])[N:2]2[CH3:1]. Given the reactants [CH3:1][N:2]1[C:10]2[C:5](=[C:6]([N+:26]([O-])=O)[C:7]([O:11][C:12]3[CH:17]=[CH:16][C:15]([CH2:18][C:19]([O:21][CH2:22][CH3:23])=[O:20])=[CH:14][C:13]=3[O:24][CH3:25])=[CH:8][CH:9]=2)[CH:4]=[C:3]1[CH3:29].O.O.[Sn](Cl)(Cl)(Cl)Cl.Cl, predict the reaction product. (10) Given the reactants Cl[C:2]1[C:3]([NH2:9])=[N:4][CH:5]=[N:6][C:7]=1Cl.[NH2:10][C:11]1[CH:12]=[C:13]([OH:17])[CH:14]=[CH:15][CH:16]=1.CC1(C)C(C)(C)OB([C:26]2[CH:27]=[N:28][N:29]([CH2:31][C:32]3[CH:39]=[CH:38][CH:37]=[CH:36][C:33]=3[C:34]#[N:35])[CH:30]=2)O1.[C:41](Cl)(=[O:44])[CH:42]=[CH2:43], predict the reaction product. The product is: [NH2:9][C:3]1[N:4]=[CH:5][N:6]=[C:7]([O:17][C:13]2[CH:12]=[C:11]([NH:10][C:41](=[O:44])[CH:42]=[CH2:43])[CH:16]=[CH:15][CH:14]=2)[C:2]=1[C:26]1[CH:27]=[N:28][N:29]([CH2:31][C:32]2[CH:39]=[CH:38][CH:37]=[CH:36][C:33]=2[C:34]#[N:35])[CH:30]=1.